Dataset: Catalyst prediction with 721,799 reactions and 888 catalyst types from USPTO. Task: Predict which catalyst facilitates the given reaction. (1) Reactant: Cl.[NH2:2][OH:3].C(=O)(O)[O-].[Na+].[NH:9]1[C:17]2[C:12](=[CH:13][CH:14]=[C:15]([C:18]#[N:19])[CH:16]=2)[CH:11]=[CH:10]1. Product: [OH:3][NH:2][C:18]([C:15]1[CH:16]=[C:17]2[C:12]([CH:11]=[CH:10][NH:9]2)=[CH:13][CH:14]=1)=[NH:19]. The catalyst class is: 14. (2) Reactant: C(OC(=O)[NH:7][CH:8]1[CH2:13][CH2:12][N:11]([CH:14]2[CH2:17][O:16][CH2:15]2)[CH2:10][CH2:9]1)(C)(C)C.C(O)(C(F)(F)F)=O. Product: [O:16]1[CH2:17][CH:14]([N:11]2[CH2:12][CH2:13][CH:8]([NH2:7])[CH2:9][CH2:10]2)[CH2:15]1. The catalyst class is: 4. (3) Reactant: [Cl:1][C:2]1[CH:7]=[CH:6][N:5]=[C:4]([O:8][CH2:9][C@@H:10]2[CH2:16][C@H:15]3[C@H:13]([CH2:14]3)[CH2:12][N:11]2C(OC(C)(C)C)=O)[CH:3]=1.C(O)(C(F)(F)F)=O. Product: [Cl:1][C:2]1[CH:7]=[CH:6][N:5]=[C:4]([O:8][CH2:9][C@@H:10]2[CH2:16][C@H:15]3[C@H:13]([CH2:14]3)[CH2:12][NH:11]2)[CH:3]=1. The catalyst class is: 2. (4) Reactant: [Br:1][C:2]1[CH:14]=[CH:13][C:12]2[C:11]3[C:6](=[CH:7][CH:8]=[CH:9][CH:10]=3)[NH:5][C:4]=2[CH:3]=1.C([O-])([O-])=O.[K+].[K+].CN1C=CN=C1.Br[C:28]1[CH:33]=[C:32]([C:34]([CH3:37])([CH3:36])[CH3:35])[CH:31]=[CH:30][N:29]=1. Product: [Br:1][C:2]1[CH:14]=[CH:13][C:12]2[C:11]3[C:6](=[CH:7][CH:8]=[CH:9][CH:10]=3)[N:5]([C:28]3[CH:33]=[C:32]([C:34]([CH3:37])([CH3:36])[CH3:35])[CH:31]=[CH:30][N:29]=3)[C:4]=2[CH:3]=1. The catalyst class is: 509. (5) Reactant: [CH3:1][N:2]([CH2:10][CH2:11][CH2:12][N:13]([CH3:25])[C:14]([C:16]1[CH:21]=[CH:20][C:19]([N+:22]([O-])=O)=[CH:18][CH:17]=1)=[O:15])[C:3](=[O:9])[O:4][C:5]([CH3:8])([CH3:7])[CH3:6].[H][H]. Product: [NH2:22][C:19]1[CH:20]=[CH:21][C:16]([C:14]([N:13]([CH3:25])[CH2:12][CH2:11][CH2:10][N:2]([CH3:1])[C:3](=[O:9])[O:4][C:5]([CH3:8])([CH3:6])[CH3:7])=[O:15])=[CH:17][CH:18]=1. The catalyst class is: 129. (6) Reactant: [CH2:1]([S:3][C:4]1[CH:9]=[CH:8][CH:7]=[CH:6][C:5]=1[C:10]1[N:11]=[C:12](NNS(C2C=CC(C)=CC=2)(=O)=O)[C:13]2[N:19]=[CH:18][C:17]([C:20]([F:23])([F:22])[F:21])=[CH:16][C:14]=2[N:15]=1)[CH3:2].C(O)CO.[OH-].[Na+]. Product: [CH2:1]([S:3][C:4]1[CH:9]=[CH:8][CH:7]=[CH:6][C:5]=1[C:10]1[N:11]=[CH:12][C:13]2[N:19]=[CH:18][C:17]([C:20]([F:22])([F:23])[F:21])=[CH:16][C:14]=2[N:15]=1)[CH3:2]. The catalyst class is: 6. (7) Reactant: F[C:2]1[CH:3]=[C:4]2[C:12](=[CH:13][CH:14]=1)[N:11]([CH2:15][C:16]1[CH:25]=[CH:24][C:19]([C:20]([O:22][CH3:23])=[O:21])=[CH:18][CH:17]=1)[C:10]1[CH2:9][CH2:8][C:7](=[CH2:26])[C:6](=[O:27])[C:5]2=1.[CH:28]1([C:31]([N:33]2[CH2:38][CH2:37][NH:36][CH2:35][CH2:34]2)=[O:32])[CH2:30][CH2:29]1. Product: [CH:28]1([C:31]([N:33]2[CH2:38][CH2:37][N:36]([CH2:26][CH:7]3[C:6](=[O:27])[C:5]4[C:4]5[C:12](=[CH:13][CH:14]=[CH:2][CH:3]=5)[N:11]([CH2:15][C:16]5[CH:17]=[CH:18][C:19]([C:20]([O:22][CH3:23])=[O:21])=[CH:24][CH:25]=5)[C:10]=4[CH2:9][CH2:8]3)[CH2:35][CH2:34]2)=[O:32])[CH2:29][CH2:30]1. The catalyst class is: 11. (8) Reactant: [F:1][C:2]([F:10])([F:9])[C:3]1[CH:8]=[CH:7][N:6]=[CH:5][CH:4]=1.[C:11]1([CH3:24])[CH:16]=[C:15]([CH3:17])[CH:14]=[C:13]([CH3:18])[C:12]=1[S:19]([O:22][NH2:23])(=[O:21])=[O:20]. The catalyst class is: 2. Product: [CH3:18][C:13]1[CH:14]=[C:15]([CH3:17])[CH:16]=[C:11]([CH3:24])[C:12]=1[S:19]([O-:22])(=[O:21])=[O:20].[NH2:23][N+:6]1[CH:7]=[CH:8][C:3]([C:2]([F:10])([F:9])[F:1])=[CH:4][CH:5]=1. (9) Reactant: [CH2:1]([C:5]1[S:9][C:8]([S:10]([NH:13]C(C)(C)C)(=[O:12])=[O:11])=[C:7]([C:18]2[CH:23]=[CH:22][C:21]([CH2:24][N:25]3[N:29]=[N:28][CH:27]=[N:26]3)=[CH:20][CH:19]=2)[CH:6]=1)[CH:2]([CH3:4])[CH3:3].B(Cl)(Cl)Cl.O. Product: [CH2:1]([C:5]1[S:9][C:8]([S:10]([NH2:13])(=[O:12])=[O:11])=[C:7]([C:18]2[CH:23]=[CH:22][C:21]([CH2:24][N:25]3[N:29]=[N:28][CH:27]=[N:26]3)=[CH:20][CH:19]=2)[CH:6]=1)[CH:2]([CH3:4])[CH3:3]. The catalyst class is: 2. (10) Reactant: [C:1]([NH:4][C:5]1[CH:10]=[CH:9][CH:8]=[CH:7][C:6]=1[OH:11])(=[O:3])[CH3:2].[C:12]1(=O)[O:17][C:15](=[O:16])[C:14]2=[CH:18][CH:19]=[CH:20][CH:21]=[C:13]12. Product: [OH:11][C:6]1[CH:7]=[CH:8][C:9]([C:12]2([C:9]3[CH:8]=[CH:7][C:6]([OH:11])=[C:5]([NH:4][C:1](=[O:3])[CH3:2])[CH:10]=3)[C:13]3[C:14](=[CH:18][CH:19]=[CH:20][CH:21]=3)[C:15](=[O:16])[O:17]2)=[CH:10][C:5]=1[NH:4][C:1](=[O:3])[CH3:2]. The catalyst class is: 530.